From a dataset of Full USPTO retrosynthesis dataset with 1.9M reactions from patents (1976-2016). Predict the reactants needed to synthesize the given product. (1) The reactants are: [C:1](#[N:3])[CH3:2].C1COCC1.[Li]CCCC.[Si](OCC([O:25][CH2:26][CH3:27])=O)(C(C)(C)C)(C)C.[C:28]1([NH:34][NH2:35])[CH:33]=[CH:32][CH:31]=[CH:30][CH:29]=1.Cl. Given the product [NH2:3][C:1]1[N:34]([C:28]2[CH:33]=[CH:32][CH:31]=[CH:30][CH:29]=2)[N:35]=[C:27]([CH2:26][OH:25])[CH:2]=1, predict the reactants needed to synthesize it. (2) The reactants are: [NH2:1][NH:2][C:3]([C:5]1[CH:10]=[CH:9][C:8]([C:11]([F:14])([F:13])[F:12])=[CH:7][N:6]=1)=[NH:4].[CH3:15][O:16][C:17]1[CH:18]=[C:19]([CH:22]=[CH:23][CH:24]=1)[CH:20]=O. Given the product [CH3:15][O:16][C:17]1[CH:18]=[C:19]([C:20]2[NH:1][N:2]=[C:3]([C:5]3[CH:10]=[CH:9][C:8]([C:11]([F:12])([F:13])[F:14])=[CH:7][N:6]=3)[N:4]=2)[CH:22]=[CH:23][CH:24]=1, predict the reactants needed to synthesize it.